Dataset: Forward reaction prediction with 1.9M reactions from USPTO patents (1976-2016). Task: Predict the product of the given reaction. Given the reactants [Cl:1][C:2]1[CH:3]=[C:4]2[CH:10]=[C:9]([C:11]([OH:13])=O)[NH:8][C:5]2=[CH:6][N:7]=1.[NH2:14][CH:15]([CH2:24][O:25][Si:26]([C:29]([CH3:32])([CH3:31])[CH3:30])([CH3:28])[CH3:27])[CH:16]([C:18]1[CH:23]=[CH:22][CH:21]=[CH:20][CH:19]=1)[OH:17].C1C=CC2N(O)N=NC=2C=1.CCN(C(C)C)C(C)C.CCN=C=NCCCN(C)C, predict the reaction product. The product is: [Si:26]([O:25][CH2:24][C@H:15]([NH:14][C:11]([C:9]1[NH:8][C:5]2=[CH:6][N:7]=[C:2]([Cl:1])[CH:3]=[C:4]2[CH:10]=1)=[O:13])[C@@H:16]([OH:17])[C:18]1[CH:23]=[CH:22][CH:21]=[CH:20][CH:19]=1)([C:29]([CH3:32])([CH3:31])[CH3:30])([CH3:28])[CH3:27].